This data is from Forward reaction prediction with 1.9M reactions from USPTO patents (1976-2016). The task is: Predict the product of the given reaction. (1) Given the reactants [F:1][C:2]([F:37])([F:36])[CH2:3][O:4][C:5]1[CH:10]=[CH:9][CH:8]=[C:7]([O:11][CH2:12][C:13]([F:16])([F:15])[F:14])[C:6]=1[C:17]1[N:22]([CH2:23][C:24]2[CH:29]=[CH:28][C:27]([C:30]([CH3:33])([CH3:32])[CH3:31])=[CH:26][CH:25]=2)[C:21](=[O:34])[CH:20]=[C:19]([OH:35])[N:18]=1.[Cl-].C[Al+]C.CCCCCC.C(C1C=CC([CH2:56][NH2:57])=CC=1)(C)(C)C.FC(F)(F)C[O:63]C1C=CC=C(OCC(F)(F)F)C=1C#N.C(OCC)(=O)[CH2:81][C:82]([O:84]CC)=[O:83].C[O-].[Na+].CO, predict the reaction product. The product is: [F:37][C:2]([F:36])([F:1])[CH2:3][O:4][C:5]1[CH:10]=[CH:9][CH:8]=[C:7]([O:11][CH2:12][C:13]([F:14])([F:15])[F:16])[C:6]=1[C:17]1[N:22]([CH2:23][C:24]2[CH:25]=[CH:26][C:27]([C:30]([CH3:32])([CH3:33])[CH3:31])=[CH:28][CH:29]=2)[C:21](=[O:34])[C:20]([C:56]([NH:57][CH2:81][C:82]([OH:84])=[O:83])=[O:63])=[C:19]([OH:35])[N:18]=1. (2) The product is: [CH2:20]([O:27][C@@H:28]1[C@@H:34]([O:35][CH2:36][C:37]2[CH:38]=[CH:39][CH:40]=[CH:41][CH:42]=2)[C@H:33]([O:43][CH2:44][C:45]2[CH:46]=[CH:47][CH:48]=[CH:49][CH:50]=2)[C@@H:32]([CH2:51][O:52][CH2:53][C:54]2[CH:55]=[CH:56][CH:57]=[CH:58][CH:59]=2)[O:31][C@H:13]1[C:8]1[CH:9]=[CH:10][CH:11]=[C:12]([CH3:1])[C:7]=1[F:6])[C:21]1[CH:22]=[CH:23][CH:24]=[CH:25][CH:26]=1. Given the reactants [CH2:1]([Li])CCC.[F:6][C:7]1[CH:12]=[CH:11][CH:10]=[CH:9][C:8]=1[CH3:13].CC(C)([O-])C.[K+].[CH2:20]([O:27][C@@H:28]1[C@@H:34]([O:35][CH2:36][C:37]2[CH:42]=[CH:41][CH:40]=[CH:39][CH:38]=2)[C@H:33]([O:43][CH2:44][C:45]2[CH:50]=[CH:49][CH:48]=[CH:47][CH:46]=2)[C@@H:32]([CH2:51][O:52][CH2:53][C:54]2[CH:59]=[CH:58][CH:57]=[CH:56][CH:55]=2)[O:31]C1=O)[C:21]1[CH:26]=[CH:25][CH:24]=[CH:23][CH:22]=1.Cl, predict the reaction product. (3) Given the reactants [OH:1][C:2]1[CH:7]=[CH:6][CH:5]=[CH:4][C:3]=1[C:8]1[N:12]=[C:11]([C:13]2[CH:18]=[CH:17][CH:16]=[CH:15][C:14]=2[OH:19])[N:10]([C:20]2[CH:28]=[CH:27][C:23]([C:24]([OH:26])=O)=[CH:22][CH:21]=2)[N:9]=1.C(N(CC)CC)C.[CH3:36][N:37]1[CH2:42][CH2:41][NH:40][CH2:39][CH2:38]1, predict the reaction product. The product is: [OH:1][C:2]1[CH:7]=[CH:6][CH:5]=[CH:4][C:3]=1[C:8]1[N:12]=[C:11]([C:13]2[CH:18]=[CH:17][CH:16]=[CH:15][C:14]=2[OH:19])[N:10]([C:20]2[CH:28]=[CH:27][C:23]([C:24]([N:40]3[CH2:41][CH2:42][N:37]([CH3:36])[CH2:38][CH2:39]3)=[O:26])=[CH:22][CH:21]=2)[N:9]=1. (4) The product is: [CH2:46]([N:45]1[CH2:44][C:1](=[O:3])[NH:8][C@@H:9]([CH2:10][C:11]2[CH:16]=[CH:15][CH:14]=[CH:13][C:12]=2[CH3:17])[C:18]1=[O:20])[C:47]1[CH:52]=[CH:51][CH:50]=[CH:49][CH:48]=1. Given the reactants [C:1]([NH:8][C@H:9]([C:18]([OH:20])=O)[CH2:10][C:11]1[CH:16]=[CH:15][CH:14]=[CH:13][C:12]=1[CH3:17])([O:3]C(C)(C)C)=O.C1C=CC2N(O)N=NC=2C=1.C(N(C(C)C)CC)(C)C.C(OC(=O)[CH2:44][NH:45][CH2:46][C:47]1[CH:52]=[CH:51][CH:50]=[CH:49][CH:48]=1)C.CN(C(ON1N=NC2C=CC=CC1=2)=[N+](C)C)C.F[P-](F)(F)(F)(F)F.Cl, predict the reaction product. (5) Given the reactants C(O)(=O)C.Cl.[NH2:6][C@H:7]1[C:15]2[C:10](=[CH:11][C:12]([C:17]([O:19][CH3:20])=[O:18])=[C:13]([F:16])[CH:14]=2)[CH2:9][CH2:8]1.[CH3:21][C:22]([CH3:24])=O.[BH4-].[Na+], predict the reaction product. The product is: [F:16][C:13]1[CH:14]=[C:15]2[C:10]([CH2:9][CH2:8][C@H:7]2[NH:6][CH:22]([CH3:24])[CH3:21])=[CH:11][C:12]=1[C:17]([O:19][CH3:20])=[O:18]. (6) Given the reactants [F:1][C:2]1[CH:9]=[CH:8][C:5]([CH:6]=O)=[CH:4][CH:3]=1.Cl.C(=O)(O)O.[NH2:15][NH:16][C:17]([NH2:19])=[NH:18].C(=O)=O.[OH-].[K+], predict the reaction product. The product is: [F:1][C:2]1[CH:9]=[CH:8][C:5](/[CH:6]=[N:15]/[NH:16][C:17](=[NH:18])[NH2:19])=[CH:4][CH:3]=1. (7) Given the reactants [N+:1]([C:4]1[CH:13]=[C:12]2[C:7]([CH:8]=[C:9]([N:14]3[CH:18]=[CH:17][CH:16]=[N:15]3)[CH:10]=[N:11]2)=[CH:6][CH:5]=1)([O-])=O, predict the reaction product. The product is: [N:14]1([C:9]2[CH:10]=[N:11][C:12]3[C:7]([CH:8]=2)=[CH:6][CH:5]=[C:4]([NH2:1])[CH:13]=3)[CH:18]=[CH:17][CH:16]=[N:15]1. (8) Given the reactants [H-].[Na+].[F:3][C:4]([F:25])([F:24])[O:5][C:6]1[CH:11]=[CH:10][C:9]([C:12]2[N:16]=[C:15]([C:17]3[CH:18]=[CH:19][C:20](=[O:23])[NH:21][CH:22]=3)[O:14][N:13]=2)=[CH:8][CH:7]=1.Br[CH2:27][C:28]1[CH:29]=[C:30]([CH:35]=[CH:36][CH:37]=1)[C:31]([O:33][CH3:34])=[O:32].O, predict the reaction product. The product is: [O:23]=[C:20]1[CH:19]=[CH:18][C:17]([C:15]2[O:14][N:13]=[C:12]([C:9]3[CH:10]=[CH:11][C:6]([O:5][C:4]([F:3])([F:24])[F:25])=[CH:7][CH:8]=3)[N:16]=2)=[CH:22][N:21]1[CH2:27][C:28]1[CH:29]=[C:30]([CH:35]=[CH:36][CH:37]=1)[C:31]([O:33][CH3:34])=[O:32]. (9) Given the reactants Br[C:2]1[CH:3]=[N:4][NH:5][C:6]=1[CH3:7].[B:8]1([B:8]2[O:12][C:11]([CH3:14])([CH3:13])[C:10]([CH3:16])([CH3:15])[O:9]2)[O:12][C:11]([CH3:14])([CH3:13])[C:10]([CH3:16])([CH3:15])[O:9]1.CC([O-])=O.[K+], predict the reaction product. The product is: [CH3:7][C:6]1[NH:5][N:4]=[CH:3][C:2]=1[B:8]1[O:12][C:11]([CH3:14])([CH3:13])[C:10]([CH3:16])([CH3:15])[O:9]1.